From a dataset of Reaction yield outcomes from USPTO patents with 853,638 reactions. Predict the reaction yield, written as a fraction of the theoretical maximum amount of product (1.0 means a 100% yield; for example, 0.34 means a 34% yield). The product is [F:13][C:14]1[CH:19]=[C:18]([C:20]2([C:23]([OH:25])=[O:24])[CH2:22][CH2:21]2)[CH:17]=[CH:16][C:15]=1[C:26]1[CH:27]=[CH:28][C:29]([O:32][CH:57]2[CH2:58][CH2:59][CH:54]([C:53]([F:62])([F:61])[F:52])[CH2:55][CH2:56]2)=[CH:30][CH:31]=1. The yield is 0.260. The catalyst is C1COCC1. The reactants are N(C(OCC)=O)=NC(OCC)=O.[F:13][C:14]1[CH:19]=[C:18]([C:20]2([C:23]([OH:25])=[O:24])[CH2:22][CH2:21]2)[CH:17]=[CH:16][C:15]=1[C:26]1[CH:31]=[CH:30][C:29]([OH:32])=[CH:28][CH:27]=1.C1(P(C2C=CC=CC=2)C2C=CC=CC=2)C=CC=CC=1.[F:52][C:53]([F:62])([F:61])[CH:54]1[CH2:59][CH2:58][CH:57](O)[CH2:56][CH2:55]1.